Dataset: Full USPTO retrosynthesis dataset with 1.9M reactions from patents (1976-2016). Task: Predict the reactants needed to synthesize the given product. (1) Given the product [CH2:1]([O:3][C:4]([C:6]1([CH:11]2[CH2:16][CH2:15][NH:14][CH2:13][CH2:12]2)[CH2:10][CH2:9][CH2:8][CH2:7]1)=[O:5])[CH3:2], predict the reactants needed to synthesize it. The reactants are: [CH2:1]([O:3][C:4]([C:6]1([C:11]2[CH:16]=[CH:15][N:14]=[CH:13][CH:12]=2)[CH2:10][CH2:9][CH2:8][CH2:7]1)=[O:5])[CH3:2]. (2) Given the product [OH:8][C:9]1[CH:10]=[CH:11][C:12]([CH2:15][CH:16]([O:22][CH2:25][CH3:26])[C:17]([O:19][CH2:20][CH3:21])=[O:18])=[CH:13][CH:14]=1, predict the reactants needed to synthesize it. The reactants are: C([O:8][C:9]1[CH:14]=[CH:13][C:12]([CH2:15][CH:16]([OH:22])[C:17]([O:19][CH2:20][CH3:21])=[O:18])=[CH:11][CH:10]=1)C1C=CC=CC=1.[H-].[Na+].[CH2:25](Br)[CH2:26]CC.O. (3) Given the product [C:8]([C:7]1[CH:6]=[CH:5][C:4]([O:11][CH2:50][C:21]2[CH:20]=[CH:25][C:26]([C:27]3[C:28]([CH2:42][OH:45])=[C:29]([CH:32]=[CH:33][CH:34]=3)[C:30]#[N:31])=[CH:23][CH:22]=2)=[C:3]([C:12]2[CH:13]=[CH:14][CH:15]=[CH:16][CH:17]=2)[C:2]=1[OH:1])(=[O:10])[CH3:9], predict the reactants needed to synthesize it. The reactants are: [OH:1][C:2]1[C:7]([C:8](=[O:10])[CH3:9])=[CH:6][CH:5]=[C:4]([OH:11])[C:3]=1[C:12]1[CH:17]=[CH:16][CH:15]=[CH:14][CH:13]=1.IC[C:20]1[CH:25]=C[C:23]([CH:26](OC2CCCCO2)[C:27]2[CH:28]=[C:29]([CH:32]=[CH:33][CH:34]=2)[C:30]#[N:31])=[CH:22][CH:21]=1.[C:42](=[O:45])([O-])[O-].[K+].[K+].[Cl-].[NH4+].[CH3:50]C(C)=O. (4) Given the product [C:1]([O:5][C:6]([N:8]1[CH2:13][CH2:12][CH:11]([CH2:14][N:15]([CH3:16])[C:18]2[CH:23]=[CH:22][N:21]=[C:20]([C:24]3[CH:29]=[CH:28][N:27]=[CH:26][CH:25]=3)[N:19]=2)[CH2:10][CH2:9]1)=[O:7])([CH3:4])([CH3:3])[CH3:2], predict the reactants needed to synthesize it. The reactants are: [C:1]([O:5][C:6]([N:8]1[CH2:13][CH2:12][CH:11]([CH2:14][NH:15][CH3:16])[CH2:10][CH2:9]1)=[O:7])([CH3:4])([CH3:3])[CH3:2].Br[C:18]1[CH:23]=[CH:22][N:21]=[C:20]([C:24]2[CH:29]=[CH:28][N:27]=[CH:26][CH:25]=2)[N:19]=1.CCN(C(C)C)C(C)C.O. (5) Given the product [Br:8][C:5]1[N:6]=[CH:7][C:2]2[N:3]([CH:10]=[C:11]([C:13]3[CH:18]=[CH:17][CH:16]=[C:15]([O:19][CH3:20])[CH:14]=3)[N:1]=2)[CH:4]=1, predict the reactants needed to synthesize it. The reactants are: [NH2:1][C:2]1[CH:7]=[N:6][C:5]([Br:8])=[CH:4][N:3]=1.Br[CH2:10][C:11]([C:13]1[CH:18]=[CH:17][CH:16]=[C:15]([O:19][CH3:20])[CH:14]=1)=O.[OH-].[Na+].